This data is from Peptide-MHC class I binding affinity with 185,985 pairs from IEDB/IMGT. The task is: Regression. Given a peptide amino acid sequence and an MHC pseudo amino acid sequence, predict their binding affinity value. This is MHC class I binding data. (1) The binding affinity (normalized) is 0. The MHC is HLA-B07:02 with pseudo-sequence HLA-B07:02. The peptide sequence is FSFPQITLW. (2) The peptide sequence is GVFPINESF. The binding affinity (normalized) is 0.0847. The MHC is HLA-A02:01 with pseudo-sequence HLA-A02:01. (3) The binding affinity (normalized) is 0.876. The peptide sequence is LSIVSLFPL. The MHC is HLA-B58:01 with pseudo-sequence HLA-B58:01. (4) The binding affinity (normalized) is 0.403. The peptide sequence is LLFLMSFTI. The MHC is HLA-A02:02 with pseudo-sequence HLA-A02:02.